The task is: Predict the reactants needed to synthesize the given product.. This data is from Full USPTO retrosynthesis dataset with 1.9M reactions from patents (1976-2016). (1) Given the product [CH3:15][NH:14][C:7]1[C:6]([CH2:4][OH:3])=[CH:11][N:10]=[C:9]([S:12][CH3:13])[N:8]=1, predict the reactants needed to synthesize it. The reactants are: C([O:3][C:4]([C:6]1[C:7]([NH:14][CH3:15])=[N:8][C:9]([S:12][CH3:13])=[N:10][CH:11]=1)=O)C.[H-].[H-].[H-].[H-].[Li+].[Al+3]. (2) Given the product [C:7]([NH:6][CH2:5][C:4]1[CH:3]=[C:2]([F:1])[CH:12]=[CH:11][C:10]=1[S:14]([Cl:13])(=[O:16])=[O:15])(=[O:9])[CH3:8], predict the reactants needed to synthesize it. The reactants are: [F:1][C:2]1[CH:3]=[C:4]([CH:10]=[CH:11][CH:12]=1)[CH2:5][NH:6][C:7](=[O:9])[CH3:8].[Cl:13][S:14](O)(=[O:16])=[O:15]. (3) Given the product [ClH:1].[F:17][C:14]1([F:16])[CH2:13][CH:12]([NH:11][C:9](=[O:10])[C:8]2[CH:18]=[CH:19][CH:20]=[C:6]([C@@H:4]3[CH2:5][C@H:3]3[NH:2][CH:25]3[CH2:26][CH2:27][C:22]([F:29])([F:21])[CH2:23][CH2:24]3)[CH:7]=2)[CH2:15]1, predict the reactants needed to synthesize it. The reactants are: [ClH:1].[NH2:2][C@@H:3]1[CH2:5][C@H:4]1[C:6]1[CH:7]=[C:8]([CH:18]=[CH:19][CH:20]=1)[C:9]([NH:11][CH:12]1[CH2:15][C:14]([F:17])([F:16])[CH2:13]1)=[O:10].[F:21][C:22]1([F:29])[CH2:27][CH2:26][C:25](=O)[CH2:24][CH2:23]1.C(=O)([O-])O.[Na+]. (4) Given the product [CH3:7][C@@H:8]1[CH2:13][N:12]([C:14]2[O:18][N:17]=[C:16]([C:19]([F:22])([F:21])[F:20])[N:15]=2)[CH2:11][CH2:10][N:9]1[C:23]1[N:24]=[CH:25][C:26]([O:29][CH2:31][C:32]2[C:37]([C:38]#[N:39])=[CH:36][N:35]=[CH:34][CH:33]=2)=[CH:27][N:28]=1, predict the reactants needed to synthesize it. The reactants are: C(=O)([O-])[O-].[K+].[K+].[CH3:7][C@@H:8]1[CH2:13][N:12]([C:14]2[O:18][N:17]=[C:16]([C:19]([F:22])([F:21])[F:20])[N:15]=2)[CH2:11][CH2:10][N:9]1[C:23]1[N:28]=[CH:27][C:26]([OH:29])=[CH:25][N:24]=1.Cl[CH2:31][C:32]1[C:37]([C:38]#[N:39])=[CH:36][N:35]=[CH:34][CH:33]=1. (5) Given the product [CH3:84][O:83][C:79]1[CH:80]=[CH:75][C:76]2[N:88]=[CH:87][CH:86]=[C:85]([C@H:18]([OH:19])[C@@H:17]3[N:16]4[CH2:11][C@H:12]([CH:28]=[CH2:29])[CH:57]([CH2:14][CH2:15]4)[CH2:56]3)[C:77]=2[CH:78]=1.[CH3:11][CH2:12][N:13]([CH2:14][CH2:15][NH:16][C:17]([C:66]1[CH:71]=[CH:70][C:69]([NH2:72])=[CH:68][CH:67]=1)=[O:30])[CH2:20][CH3:21].[CH:95]1[CH:94]=[CH:129][C:124]([CH:123]([N:13]2[CH2:12][CH2:11][N:16]([CH2:17][CH2:18][CH2:50][N:45]3[C:28](=[O:74])[NH:60][C:59]4[CH:58]=[CH:57][CH:56]=[CH:47][C:46]3=4)[CH2:15][CH2:14]2)[C:115]2[CH:116]=[CH:117][CH:118]=[CH:113][CH:114]=2)=[CH:125][CH:96]=1, predict the reactants needed to synthesize it. The reactants are: [Na+].[Cl-].[Cl-].[K+].[Cl-].[Ca+2].[Cl-].[Cl-].[Mg+2].[Cl-].[CH2:11]1[N:16]([CH2:17][CH2:18][OH:19])[CH2:15][CH2:14][N:13]([CH2:20][CH2:21]S(O)(=O)=O)[CH2:12]1.[OH-].[Na+].[CH2:28]([N:45]([CH2:50]C(O)=O)[CH2:46][C:47](O)=O)[CH2:29][O:30]CCOCCN(CC(O)=O)CC(O)=O.[OH-].[K+].[CH3:56][C:57]1O[N:60]=[C:59](NS([C:66]2[CH:67]=[CH:68][C:69]([NH2:72])=[CH:70][CH:71]=2)(=O)=O)[CH:58]=1.C[O:74][C:75]1[CH:76]=[C:77]([CH2:85][C:86]2[CH:87]=[N:88]C(N)=NC=2N)[CH:78]=[C:79]([O:83][CH3:84])[C:80]=1OC.[CH3:94][C:95]1ON=C(NS(C2C=CC(N)=CC=2)(=O)=O)[CH:96]=1.CO[C:113]1[C:118](OC)=[C:117](OC)[CH:116]=[C:115]([CH2:123][C:124]2[C:129](N)=NC(N)=N[CH:125]=2)[CH:114]=1. (6) The reactants are: [OH:1][C:2]1[CH:3]=[C:4]([NH:8][C:9](=[O:11])[CH3:10])[CH:5]=[CH:6][CH:7]=1.[CH2:12]=O.O.[NH:15]1[CH2:19][CH2:18][CH2:17][CH2:16]1. Given the product [OH:1][C:2]1[CH:3]=[C:4]([NH:8][C:9](=[O:11])[CH3:10])[CH:5]=[CH:6][C:7]=1[CH2:12][N:15]1[CH2:19][CH2:18][CH2:17][CH2:16]1, predict the reactants needed to synthesize it. (7) Given the product [Cl:1][C:2]1[N:7]=[C:6]([S:8][CH3:9])[N:5]2[CH:12]=[C:13]([C:14]([F:17])([F:16])[F:15])[N:10]=[C:4]2[CH:3]=1, predict the reactants needed to synthesize it. The reactants are: [Cl:1][C:2]1[N:7]=[C:6]([S:8][CH3:9])[N:5]=[C:4]([NH2:10])[CH:3]=1.Cl[CH2:12][C:13](=O)[C:14]([F:17])([F:16])[F:15].O.